Dataset: Reaction yield outcomes from USPTO patents with 853,638 reactions. Task: Predict the reaction yield, written as a fraction of the theoretical maximum amount of product (1.0 means a 100% yield; for example, 0.34 means a 34% yield). The reactants are C(OC([N:11]1[CH2:15][CH2:14][CH2:13][C@H:12]1[CH2:16][S:17]([CH3:20])(=[O:19])=[O:18])=O)C1C=CC=CC=1. The catalyst is C(O)C. The product is [CH3:20][S:17]([CH2:16][C@@H:12]1[CH2:13][CH2:14][CH2:15][NH:11]1)(=[O:19])=[O:18]. The yield is 0.930.